From a dataset of Full USPTO retrosynthesis dataset with 1.9M reactions from patents (1976-2016). Predict the reactants needed to synthesize the given product. (1) Given the product [C:11]([O:14][C:15]([N:1]1[CH2:9][CH2:8][CH:4]([C:5]([OH:7])=[O:6])[CH2:3][CH2:2]1)=[O:16])([CH3:13])([CH3:12])[CH3:10], predict the reactants needed to synthesize it. The reactants are: [NH:1]1[CH2:9][CH2:8][CH:4]([C:5]([OH:7])=[O:6])[CH2:3][CH2:2]1.[CH3:10][C:11]([O:14][C:15](O[C:15]([O:14][C:11]([CH3:13])([CH3:12])[CH3:10])=[O:16])=[O:16])([CH3:13])[CH3:12].[OH-].[Na+]. (2) Given the product [C:31]1([C@H:29]([NH:28][CH:24]2[CH2:25][CH2:26][CH2:27][CH:22]([C:19]3[CH:18]=[CH:17][C:16]([N:41]4[CH2:45][CH2:44][CH2:43][C:42]4=[O:46])=[CH:21][CH:20]=3)[CH2:23]2)[CH3:30])[C:40]2[C:35](=[CH:36][CH:37]=[CH:38][CH:39]=2)[CH:34]=[CH:33][CH:32]=1, predict the reactants needed to synthesize it. The reactants are: IC1C=CC(C2CCCC(=O)C2)=CC=1.I[C:16]1[CH:21]=[CH:20][C:19]([CH:22]2[CH2:27][CH2:26][CH2:25][CH:24]([NH:28][CH:29]([C:31]3[C:40]4[C:35](=[CH:36][CH:37]=[CH:38][CH:39]=4)[CH:34]=[CH:33][CH:32]=3)[CH3:30])[CH2:23]2)=[CH:18][CH:17]=1.[NH:41]1[CH2:45][CH2:44][CH2:43][C:42]1=[O:46].NCC(O)=O.[O-]P([O-])([O-])=O.[K+].[K+].[K+]. (3) Given the product [CH3:13][C:14]1([CH3:22])[O:19][CH2:18][CH:17]([CH2:20][O:21][S:2]([CH3:1])(=[O:4])=[O:3])[CH2:16][O:15]1, predict the reactants needed to synthesize it. The reactants are: [CH3:1][S:2](Cl)(=[O:4])=[O:3].CCN(CC)CC.[CH3:13][C:14]1([CH3:22])[O:19][CH2:18][CH:17]([CH2:20][OH:21])[CH2:16][O:15]1. (4) The reactants are: C([O:8][C:9]1[CH:14]=[CH:13][N:12]2[N:15]=[CH:16][N:17]=[C:11]2[CH:10]=1)C1C=CC=CC=1. Given the product [N:17]1[CH:16]=[N:15][N:12]2[CH:13]=[CH:14][C:9]([OH:8])=[CH:10][C:11]=12, predict the reactants needed to synthesize it. (5) Given the product [CH:1]1([C:7]2[C:8]3[CH:9]=[CH:10][C:11]([C:33]([OH:35])=[O:34])=[CH:12][C:13]=3[N:14]3[CH2:22][CH2:21][C:20](=[O:23])[N:19]([CH2:24][CH2:25][N:26]([CH3:28])[CH3:27])[CH2:18][C:17]4[CH:29]=[CH:30][CH:31]=[CH:32][C:16]=4[C:15]=23)[CH2:6][CH2:5][CH2:4][CH2:3][CH2:2]1, predict the reactants needed to synthesize it. The reactants are: [CH:1]1([C:7]2[C:8]3[CH:9]=[CH:10][C:11]([C:33]([O:35]C)=[O:34])=[CH:12][C:13]=3[N:14]3[CH2:22][CH2:21][C:20](=[O:23])[N:19]([CH2:24][CH2:25][N:26]([CH3:28])[CH3:27])[CH2:18][C:17]4[CH:29]=[CH:30][CH:31]=[CH:32][C:16]=4[C:15]=23)[CH2:6][CH2:5][CH2:4][CH2:3][CH2:2]1.B(Br)(Br)Br. (6) Given the product [C:3]1([CH3:19])[CH:8]=[CH:7][CH:6]=[CH:5][C:4]=1[CH:9]([CH:11]1[CH:16]2[CH2:17][CH2:18][N:13]([CH2:14][CH2:15]2)[CH2:12]1)[OH:10], predict the reactants needed to synthesize it. The reactants are: [BH4-].[Na+].[C:3]1([CH3:19])[CH:8]=[CH:7][CH:6]=[CH:5][C:4]=1[C:9]([CH:11]1[CH:16]2[CH2:17][CH2:18][N:13]([CH2:14][CH2:15]2)[CH2:12]1)=[O:10].O.C(OC(=O)C)C. (7) The reactants are: [CH3:1][O:2][C:3]1[C:4]([CH3:12])=[C:5]([CH:9]=[CH:10][CH:11]=1)[C:6]([OH:8])=[O:7].C1C(=O)N([Br:20])C(=O)C1.CC(N=NC(C#N)(C)C)(C#N)C. Given the product [Br:20][CH2:12][C:4]1[C:3]([O:2][CH3:1])=[CH:11][CH:10]=[CH:9][C:5]=1[C:6]([OH:8])=[O:7], predict the reactants needed to synthesize it. (8) Given the product [NH:1]1[C:9]2[C:4](=[CH:5][CH:6]=[CH:7][CH:8]=2)[C:3]([CH2:10][CH2:11][NH:12][C:13](=[O:14])[O:15][C:16]([CH3:19])([CH3:18])[CH3:17])=[CH:2]1, predict the reactants needed to synthesize it. The reactants are: [NH:1]1[C:9]2[C:4](=[CH:5][CH:6]=[CH:7][CH:8]=2)[C:3]([CH2:10][CH2:11][NH2:12])=[CH:2]1.[C:13](O[C:13]([O:15][C:16]([CH3:19])([CH3:18])[CH3:17])=[O:14])([O:15][C:16]([CH3:19])([CH3:18])[CH3:17])=[O:14]. (9) Given the product [N:11]([CH:10]([CH:12]([CH3:13])[CH3:14])[C:9]([O:8][CH2:1][C:2]1[CH:7]=[CH:6][CH:5]=[CH:4][CH:3]=1)=[O:15])=[C:17]=[O:19], predict the reactants needed to synthesize it. The reactants are: [CH2:1]([O:8][C:9](=[O:15])[C@H:10]([CH:12]([CH3:14])[CH3:13])[NH2:11])[C:2]1[CH:7]=[CH:6][CH:5]=[CH:4][CH:3]=1.Cl[C:17](Cl)([O:19]C(=O)OC(Cl)(Cl)Cl)Cl.C(N(CC)CC)C.